Dataset: NCI-60 drug combinations with 297,098 pairs across 59 cell lines. Task: Regression. Given two drug SMILES strings and cell line genomic features, predict the synergy score measuring deviation from expected non-interaction effect. (1) Drug 1: CC12CCC3C(C1CCC2=O)CC(=C)C4=CC(=O)C=CC34C. Drug 2: C1=C(C(=O)NC(=O)N1)F. Cell line: NCI/ADR-RES. Synergy scores: CSS=37.5, Synergy_ZIP=-4.57, Synergy_Bliss=-6.25, Synergy_Loewe=-5.84, Synergy_HSA=-4.05. (2) Drug 1: CS(=O)(=O)CCNCC1=CC=C(O1)C2=CC3=C(C=C2)N=CN=C3NC4=CC(=C(C=C4)OCC5=CC(=CC=C5)F)Cl. Drug 2: CC1C(C(CC(O1)OC2CC(CC3=C2C(=C4C(=C3O)C(=O)C5=C(C4=O)C(=CC=C5)OC)O)(C(=O)CO)O)N)O.Cl. Cell line: SK-MEL-2. Synergy scores: CSS=37.6, Synergy_ZIP=8.49, Synergy_Bliss=7.41, Synergy_Loewe=-14.9, Synergy_HSA=4.00. (3) Drug 1: C1CCN(CC1)CCOC2=CC=C(C=C2)C(=O)C3=C(SC4=C3C=CC(=C4)O)C5=CC=C(C=C5)O. Drug 2: CC1=C(C(=O)C2=C(C1=O)N3CC4C(C3(C2COC(=O)N)OC)N4)N. Cell line: NCI-H322M. Synergy scores: CSS=12.1, Synergy_ZIP=-2.96, Synergy_Bliss=-1.64, Synergy_Loewe=-3.65, Synergy_HSA=-3.74. (4) Drug 1: CN1C(=O)N2C=NC(=C2N=N1)C(=O)N. Drug 2: CCN(CC)CCNC(=O)C1=C(NC(=C1C)C=C2C3=C(C=CC(=C3)F)NC2=O)C. Cell line: SK-MEL-28. Synergy scores: CSS=-25.3, Synergy_ZIP=6.49, Synergy_Bliss=-8.10, Synergy_Loewe=-24.4, Synergy_HSA=-26.1. (5) Drug 1: CCC(=C(C1=CC=CC=C1)C2=CC=C(C=C2)OCCN(C)C)C3=CC=CC=C3.C(C(=O)O)C(CC(=O)O)(C(=O)O)O. Drug 2: CC1=C(C=C(C=C1)NC(=O)C2=CC=C(C=C2)CN3CCN(CC3)C)NC4=NC=CC(=N4)C5=CN=CC=C5. Cell line: KM12. Synergy scores: CSS=2.48, Synergy_ZIP=2.17, Synergy_Bliss=4.78, Synergy_Loewe=7.02, Synergy_HSA=-0.107. (6) Drug 1: C1CCC(C1)C(CC#N)N2C=C(C=N2)C3=C4C=CNC4=NC=N3. Drug 2: CC1CCC2CC(C(=CC=CC=CC(CC(C(=O)C(C(C(=CC(C(=O)CC(OC(=O)C3CCCCN3C(=O)C(=O)C1(O2)O)C(C)CC4CCC(C(C4)OC)O)C)C)O)OC)C)C)C)OC. Cell line: NCI-H226. Synergy scores: CSS=20.3, Synergy_ZIP=2.98, Synergy_Bliss=5.65, Synergy_Loewe=-10.2, Synergy_HSA=7.06. (7) Drug 1: CC12CCC(CC1=CCC3C2CCC4(C3CC=C4C5=CN=CC=C5)C)O. Drug 2: CN1C(=O)N2C=NC(=C2N=N1)C(=O)N. Cell line: KM12. Synergy scores: CSS=-1.16, Synergy_ZIP=-4.01, Synergy_Bliss=-8.17, Synergy_Loewe=-25.0, Synergy_HSA=-11.0.